From a dataset of Experimentally validated miRNA-target interactions with 360,000+ pairs, plus equal number of negative samples. Binary Classification. Given a miRNA mature sequence and a target amino acid sequence, predict their likelihood of interaction. (1) The miRNA is hsa-miR-335-5p with sequence UCAAGAGCAAUAACGAAAAAUGU. The protein sequence of the target gene is MRSHTITMTTTSVSSWPYSSHRMRFITNHSDQPPQNFSATPNVTTCPMDEKLLSTVLTTSYSVIFIVGLVGNIIALYVFLGIHRKRNSIQIYLLNVAIADLLLIFCLPFRIMYHINQNKWTLGVILCKVVGTLFYMNMYISIILLGFISLDRYIKINRSIQQRKAITTKQSIYVCCIVWMLALGGFLTMIILTLKKGGHNSTMCFHYRDKHNAKGEAIFNFILVVMFWLIFLLIILSYIKIGKNLLRISKRRSKFPNSGKYATTARNSFIVLIIFTICFVPYHAFRFIYISSQLNVSSCY.... Result: 1 (interaction). (2) The miRNA is mmu-miR-3470b with sequence UCACUCUGUAGACCAGGCUGG. Result: 1 (interaction). The protein sequence of the target gene is MALAAARRLLLHAGSRLGRREAVDGARRFANKRVLVETEGPAGVAVMKLRNPPVNSLSLECLTEFTISLEKLENDKSIRGVILTSECPGIFSAGLDLLEMYGRNPAHYAEYWKNVQELWLRLYTSNMILVSAINGASPAGGCLLALCCDYRVMADNPKYTIGLNESLLGIVAPFWFKDMYVNTIGHREAERALQLGTLFSPAEALKVGVVDEVVPEDQVHSKARSVMTKWLAIPDHSRQLTKNMMRKATADNLIKQREADIQNFTSFISKDSIQKSLHMYLEKLKQKKG. (3) The miRNA is mmu-miR-141-5p with sequence CAUCUUCCAGUGCAGUGUUGGA. The protein sequence of the target gene is MDDPAAPGPAGSPANDNGNGNGNGNGNGNGGKGKPAVPKGRETFRNQRRESEGSVDCPTLEFEYGDSDGHAAELSELYSYTENLEFTTNRKCFEEDFRTQVQDTKEWLELEEDAQKTYVMGLLDRLEVVSREKRLKVARAVLYLAQGTFGECDSEVDVLHWSRYNCFLLYQMGTFSAFLELLHMEIDNSQASSSALRKPAVSIADSTELRVLLSVMYLMVENIRLEREIDPCGWRTARETFRTELSFSTHNEEPFALLLFSMVTKFCSGLAPHFPIKKVLLLLWKVVMFTLGGFEHLQAL.... Result: 0 (no interaction). (4) The miRNA is mmu-miR-673-3p with sequence UCCGGGGCUGAGUUCUGUGCACC. The protein sequence of the target gene is MARKQNRNSKELGLVPLTDDTSHAGPPGPGRALLECDHLRSGVPGGRRRKDWSCSLLVASLAGAFGSSFLYGYNLSVVNAPTPYIKAFYNESWERRHGRPIDPDTLTLLWSVTVSIFAIGGLVGTLIVKMIGKVLGRKHTLLANNGFAISAALLMACSLQAGAFEMLIVGRFIMGIDGGVALSVLPMYLSEISPKEIRGSLGQVTAIFICIGVFTGQLLGLPELLGKESTWPYLFGVIVVPAVVQLLSLPFLPDSPRYLLLEKHNEARAVKAFQTFLGKADVSQEVEEVLAESRVQRSIR.... Result: 0 (no interaction).